Dataset: Full USPTO retrosynthesis dataset with 1.9M reactions from patents (1976-2016). Task: Predict the reactants needed to synthesize the given product. (1) Given the product [Cl:8][C:9]1[CH:14]=[CH:13][CH:12]=[C:11]([Cl:15])[C:10]=1[NH:16][C:17]([NH:19][C:20]1[CH:25]=[C:24]([F:26])[CH:23]=[CH:22][C:21]=1[C:27]([NH:29][C@H:30]([C:39]([OH:41])=[O:40])[CH2:31][C:32]([OH:34])=[O:33])=[O:28])=[O:18], predict the reactants needed to synthesize it. The reactants are: C(O)(C(F)(F)F)=O.[Cl:8][C:9]1[CH:14]=[CH:13][CH:12]=[C:11]([Cl:15])[C:10]=1[NH:16][C:17]([NH:19][C:20]1[CH:25]=[C:24]([F:26])[CH:23]=[CH:22][C:21]=1[C:27]([NH:29][C@H:30]([C:39]([O:41]C(C)(C)C)=[O:40])[CH2:31][C:32]([O:34]C(C)(C)C)=[O:33])=[O:28])=[O:18]. (2) Given the product [C:1]([O:5][C:6]([N:8]1[CH2:13][CH2:12][CH:11]([N:14]2[C:18]3=[N:19][CH:20]=[N:21][C:22]([O:38][C:30]4[C:25]([CH3:24])=[N:26][C:27]([N:32]5[CH:36]=[N:35][CH:34]=[N:33]5)=[CH:28][CH:29]=4)=[C:17]3[CH:16]=[N:15]2)[CH2:10][CH2:9]1)=[O:7])([CH3:4])([CH3:3])[CH3:2], predict the reactants needed to synthesize it. The reactants are: [C:1]([O:5][C:6]([N:8]1[CH2:13][CH2:12][CH:11]([N:14]2[C:18]3=[N:19][CH:20]=[N:21][C:22](Cl)=[C:17]3[CH:16]=[N:15]2)[CH2:10][CH2:9]1)=[O:7])([CH3:4])([CH3:3])[CH3:2].[CH3:24][C:25]1[C:30](N)=[CH:29][CH:28]=[C:27]([N:32]2[CH:36]=[N:35][CH:34]=[N:33]2)[N:26]=1.C(=O)([O-])[O-:38].[K+].[K+].ClCCl. (3) Given the product [CH3:31][N:14]([C@@H:11]1[CH2:12][CH2:13][NH:9][CH2:10]1)[CH2:15][C:16]([N:18]([C:25]1[CH:26]=[CH:27][CH:28]=[CH:29][CH:30]=1)[C:19]1[CH:20]=[CH:21][CH:22]=[CH:23][CH:24]=1)=[O:17], predict the reactants needed to synthesize it. The reactants are: C([N:9]1[CH2:13][CH2:12][C@@H:11]([N:14]([CH3:31])[CH2:15][C:16]([N:18]([C:25]2[CH:30]=[CH:29][CH:28]=[CH:27][CH:26]=2)[C:19]2[CH:24]=[CH:23][CH:22]=[CH:21][CH:20]=2)=[O:17])[CH2:10]1)(=O)C1C=CC=CC=1.